Predict the reactants needed to synthesize the given product. From a dataset of Full USPTO retrosynthesis dataset with 1.9M reactions from patents (1976-2016). (1) Given the product [O:1]=[C:2]1[NH:11][C:10]2[N:9]=[CH:8][CH:7]=[C:6]([O:12][C:13]3[CH:22]=[C:21]4[C:16]([CH2:17][CH2:18][CH:19]([C:23]([NH:59][C:60]5[CH:61]=[C:62]([CH:72]=[C:73]([C:75]([F:76])([F:77])[F:78])[CH:74]=5)[CH2:63][NH:64][C:65](=[O:71])[O:66][C:67]([CH3:70])([CH3:69])[CH3:68])=[O:24])[CH2:20]4)=[CH:15][CH:14]=3)[C:5]=2[CH:4]=[CH:3]1, predict the reactants needed to synthesize it. The reactants are: [O:1]=[C:2]1[NH:11][C:10]2[N:9]=[CH:8][CH:7]=[C:6]([O:12][C:13]3[CH:22]=[C:21]4[C:16]([CH2:17][CH2:18][CH:19]([C:23](O)=[O:24])[CH2:20]4)=[CH:15][CH:14]=3)[C:5]=2[CH:4]=[CH:3]1.C(N(C(C)C)CC)(C)C.CN(C(ON1N=NC2C=CC=NC1=2)=[N+](C)C)C.F[P-](F)(F)(F)(F)F.[NH2:59][C:60]1[CH:61]=[C:62]([CH:72]=[C:73]([C:75]([F:78])([F:77])[F:76])[CH:74]=1)[CH2:63][NH:64][C:65](=[O:71])[O:66][C:67]([CH3:70])([CH3:69])[CH3:68]. (2) Given the product [CH2:1]([N:3]([CH2:4][CH3:5])[C:17]([CH:14]1[CH2:15][CH2:16][N:13]1[C:11]([O:10][C:6]([CH3:7])([CH3:8])[CH3:9])=[O:12])=[O:19])[CH3:2], predict the reactants needed to synthesize it. The reactants are: [CH2:1]([NH:3][CH2:4][CH3:5])[CH3:2].[C:6]([O:10][C:11]([N:13]1[CH2:16][CH2:15][CH:14]1[C:17]([OH:19])=O)=[O:12])([CH3:9])([CH3:8])[CH3:7].CN(C(ON1N=NC2C=CC=NC1=2)=[N+](C)C)C.F[P-](F)(F)(F)(F)F.CCN(C(C)C)C(C)C. (3) Given the product [Cl:1][C:2]1[C:7]([C:8]([F:11])([F:9])[F:10])=[CH:6][CH:5]=[CH:4][C:3]=1[C:12]([N:14]1[CH2:19][CH2:18][N:17]([CH:20]([C:26]2[CH:31]=[CH:30][CH:29]=[CH:28][CH:27]=2)[CH3:21])[C:16](=[O:22])[CH2:15]1)=[O:13], predict the reactants needed to synthesize it. The reactants are: [Cl:1][C:2]1[C:7]([C:8]([F:11])([F:10])[F:9])=[CH:6][CH:5]=[CH:4][C:3]=1[C:12]([N:14]1[CH2:19][CH2:18][N:17]([CH2:20][CH3:21])[C:16](=[O:22])[CH2:15]1)=[O:13].BrC([C:26]1[CH:31]=[CH:30][CH:29]=[CH:28][CH:27]=1)C. (4) Given the product [CH3:12][O:6][C:5]([CH:2]1[CH2:3][S:4][CH:17]([C:18]2[CH:23]=[CH:22][CH:21]=[CH:20][CH:19]=2)[NH:1]1)=[O:7], predict the reactants needed to synthesize it. The reactants are: [NH2:1][CH:2]([C:5]([OH:7])=[O:6])[CH2:3][SH:4].O=S(Cl)Cl.[C:12]([O-])(O)=O.[Na+].[CH:17](=O)[C:18]1[CH:23]=[CH:22][CH:21]=[CH:20][CH:19]=1. (5) Given the product [NH2:22][C:3]1[CH:4]=[C:5]([CH:20]=[CH:21][C:2]=1[NH2:1])[O:6][CH2:7][CH2:8][CH2:9][CH2:10][CH2:11][NH:12][C:13](=[O:19])[O:14][C:15]([CH3:16])([CH3:17])[CH3:18], predict the reactants needed to synthesize it. The reactants are: [NH2:1][C:2]1[CH:21]=[CH:20][C:5]([O:6][CH2:7][CH2:8][CH2:9][CH2:10][CH2:11][NH:12][C:13](=[O:19])[O:14][C:15]([CH3:18])([CH3:17])[CH3:16])=[CH:4][C:3]=1[N+:22]([O-])=O. (6) Given the product [OH:8][CH2:9][C:10]1([CH:14]([OH:16])[CH3:15])[CH2:13][CH2:12][CH2:11]1, predict the reactants needed to synthesize it. The reactants are: [Si]([O:8][CH2:9][C:10]1([CH:14]([OH:16])[CH3:15])[CH2:13][CH2:12][CH2:11]1)(C(C)(C)C)(C)C.[F-].C([N+](CCCC)(CCCC)CCCC)CCC.Cl.